From a dataset of Full USPTO retrosynthesis dataset with 1.9M reactions from patents (1976-2016). Predict the reactants needed to synthesize the given product. (1) The reactants are: Br[CH:2]([CH2:11][CH2:12][CH2:13][CH2:14][CH3:15])[C:3]([C:5]1[CH:10]=[CH:9][CH:8]=[CH:7][N:6]=1)=O.[N:16]1[CH:21]=[CH:20][CH:19]=[N:18][C:17]=1[NH:22][C:23]([NH2:25])=[S:24]. Given the product [CH2:11]([C:2]1[S:24][C:23]([NH:22][C:17]2[N:18]=[CH:19][CH:20]=[CH:21][N:16]=2)=[N:25][C:3]=1[C:5]1[CH:10]=[CH:9][CH:8]=[CH:7][N:6]=1)[CH2:12][CH2:13][CH2:14][CH3:15], predict the reactants needed to synthesize it. (2) Given the product [C:1]1([C:22]2[CH:27]=[CH:26][CH:25]=[CH:24][CH:23]=2)[CH:6]=[CH:5][CH:4]=[CH:3][C:2]=1[CH:7]([NH2:15])[CH2:8][CH2:9][CH2:10][C:11]([O:13][CH3:14])=[O:12], predict the reactants needed to synthesize it. The reactants are: [C:1]1([C:22]2[CH:27]=[CH:26][CH:25]=[CH:24][CH:23]=2)[CH:6]=[CH:5][CH:4]=[CH:3][C:2]=1[CH:7]([NH:15]S(C(C)(C)C)=O)[CH2:8][CH2:9][CH2:10][C:11]([O:13][CH3:14])=[O:12].Cl.O1CCOCC1. (3) Given the product [Br:26][C:27]1[C:32]2[S:33][CH2:34][CH2:35][NH:36][C:31]=2[CH:30]=[CH:29][CH:28]=1, predict the reactants needed to synthesize it. The reactants are: BrC1C2C1CNC1C=CC=CC=12.BrC1C2C3CC3C(=O)NC=2C=CC=1.[Br:26][C:27]1[C:32]2[S:33][CH2:34][C:35](=O)[NH:36][C:31]=2[CH:30]=[CH:29][CH:28]=1. (4) Given the product [Cl:11][C:4]1[CH:3]=[C:2]([C:15]2[CH:16]=[CH:17][C:18]([F:19])=[C:13]([Cl:12])[CH:14]=2)[N:7]=[C:6]2[CH2:8][CH2:9][CH2:10][C:5]=12, predict the reactants needed to synthesize it. The reactants are: Cl[C:2]1[N:7]=[C:6]2[CH2:8][CH2:9][CH2:10][C:5]2=[C:4]([Cl:11])[CH:3]=1.[Cl:12][C:13]1[CH:14]=[C:15](B(O)O)[CH:16]=[CH:17][C:18]=1[F:19]. (5) Given the product [OH:33][NH:32][C:13](=[O:14])[C:12]([S:9]([C:6]1[CH:7]=[CH:8][C:3]([O:2][CH3:1])=[CH:4][CH:5]=1)(=[O:10])=[O:11])([CH2:24][C:25]1[CH:26]=[N:27][CH:28]=[CH:29][CH:30]=1)[CH2:16][C:17]#[C:18][CH2:19][CH2:20][CH2:21][CH2:22][CH3:23], predict the reactants needed to synthesize it. The reactants are: [CH3:1][O:2][C:3]1[CH:8]=[CH:7][C:6]([S:9]([C:12]([CH2:24][C:25]2[CH:26]=[N:27][CH:28]=[CH:29][CH:30]=2)([CH2:16][C:17]#[C:18][CH2:19][CH2:20][CH2:21][CH2:22][CH3:23])[C:13](O)=[O:14])(=[O:11])=[O:10])=[CH:5][CH:4]=1.Cl.[NH2:32][OH:33].